The task is: Predict the reaction yield, written as a fraction of the theoretical maximum amount of product (1.0 means a 100% yield; for example, 0.34 means a 34% yield).. This data is from Reaction yield outcomes from USPTO patents with 853,638 reactions. (1) The reactants are C([N:8]([CH2:16][C@@H:17]1[O:21][C:20](=[O:22])[N:19]([C:23]2[CH:28]=[CH:27][C:26]([N:29]3[CH2:34][CH2:33][O:32][CH2:31][CH2:30]3)=[C:25]([F:35])[CH:24]=2)[CH2:18]1)CC1C=CC=CC=1)C1C=CC=CC=1.N#N.[H][H]. The catalyst is [Pd].C(OCC)(=O)C. The product is [NH2:8][CH2:16][C@@H:17]1[O:21][C:20](=[O:22])[N:19]([C:23]2[CH:28]=[CH:27][C:26]([N:29]3[CH2:30][CH2:31][O:32][CH2:33][CH2:34]3)=[C:25]([F:35])[CH:24]=2)[CH2:18]1. The yield is 0.900. (2) The reactants are Br[C:2]1[N:7]=[C:6]([C:8]([C:10]2[S:14][C:13]([NH:15][C:16]([C:18]3[CH:23]=[CH:22][N:21]=[CH:20][CH:19]=3)=[O:17])=[N:12][C:11]=2[C:24]2[O:25][CH:26]=[CH:27][CH:28]=2)=[O:9])[CH:5]=[CH:4][CH:3]=1.[NH:29]1[CH2:34][CH2:33][O:32][CH2:31][CH2:30]1. The catalyst is O1CCOCC1. The product is [O:25]1[CH:26]=[CH:27][CH:28]=[C:24]1[C:11]1[N:12]=[C:13]([NH:15][C:16]([C:18]2[CH:23]=[CH:22][N:21]=[CH:20][CH:19]=2)=[O:17])[S:14][C:10]=1[C:8]([C:6]1[CH:5]=[CH:4][CH:3]=[C:2]([N:29]2[CH2:34][CH2:33][O:32][CH2:31][CH2:30]2)[N:7]=1)=[O:9]. The yield is 0.230.